Dataset: Catalyst prediction with 721,799 reactions and 888 catalyst types from USPTO. Task: Predict which catalyst facilitates the given reaction. (1) Reactant: [NH2:1][C:2]1[C:10]([Br:11])=[CH:9][C:8]([CH3:12])=[CH:7][C:3]=1[C:4](O)=[O:5].C(O)(=O)C.[CH:17](N)=[NH:18]. Product: [Br:11][C:10]1[CH:9]=[C:8]([CH3:12])[CH:7]=[C:3]2[C:2]=1[N:1]=[CH:17][N:18]=[C:4]2[OH:5]. The catalyst class is: 8. (2) Reactant: [NH2:1][C:2]1[CH:3]=[C:4]([CH:10]=[CH:11][CH:12]=1)[O:5][CH2:6][C:7]([OH:9])=[O:8].[C:13](O[C:13]([O:15][C:16]([CH3:19])([CH3:18])[CH3:17])=[O:14])([O:15][C:16]([CH3:19])([CH3:18])[CH3:17])=[O:14].[OH-].[Na+]. Product: [C:16]([O:15][C:13]([NH:1][C:2]1[CH:3]=[C:4]([CH:10]=[CH:11][CH:12]=1)[O:5][CH2:6][C:7]([OH:9])=[O:8])=[O:14])([CH3:19])([CH3:18])[CH3:17]. The catalyst class is: 12.